Dataset: Forward reaction prediction with 1.9M reactions from USPTO patents (1976-2016). Task: Predict the product of the given reaction. (1) Given the reactants C(OC([NH:11][C@@H:12]([CH2:27][C:28]1[CH:33]=[CH:32][CH:31]=[CH:30][CH:29]=1)[C@H:13]([OH:26])[CH2:14][N:15]([CH2:24][CH3:25])[NH:16][C:17]([O:19][C:20]([CH3:23])([CH3:22])[CH3:21])=[O:18])=O)C1C=CC=CC=1.[H][H], predict the reaction product. The product is: [NH2:11][C@@H:12]([CH2:27][C:28]1[CH:29]=[CH:30][CH:31]=[CH:32][CH:33]=1)[C@H:13]([OH:26])[CH2:14][N:15]([CH2:24][CH3:25])[NH:16][C:17]([O:19][C:20]([CH3:21])([CH3:22])[CH3:23])=[O:18]. (2) Given the reactants [CH2:1]([N:3]1[C:15]2[CH:14]=[CH:13][C:12]([CH:16]=O)=[CH:11][C:10]=2[C:9]2[C:4]1=[CH:5][CH:6]=[CH:7][CH:8]=2)[CH3:2].[CH3:18][O:19][C:20]([CH2:22][C@@H:23]([CH2:27][CH:28]([CH3:30])[CH3:29])[C:24]([OH:26])=O)=[O:21].[CH2:31]([N+:38]#[C-:39])[C:32]1[CH:37]=[CH:36][CH:35]=[CH:34][CH:33]=1.[NH3:40].C[OH:42], predict the reaction product. The product is: [CH2:1]([N:3]1[C:15]2[CH:14]=[CH:13][C:12]([CH:16]([C:39](=[O:42])[NH:38][CH2:31][C:32]3[CH:37]=[CH:36][CH:35]=[CH:34][CH:33]=3)[NH:40][C:24]([C@H:23]([CH2:27][CH:28]([CH3:30])[CH3:29])[CH2:22][C:20]([O:19][CH3:18])=[O:21])=[O:26])=[CH:11][C:10]=2[C:9]2[C:4]1=[CH:5][CH:6]=[CH:7][CH:8]=2)[CH3:2]. (3) Given the reactants [OH:1][CH:2]([CH:14]1[CH2:19][CH2:18][O:17][CH2:16][CH2:15]1)[C:3]1[CH:13]=[CH:12][C:6]([C:7]([O:9][CH2:10]C)=[O:8])=[CH:5][CH:4]=1.CC(OI1(OC(C)=O)(OC(C)=O)OC(=O)C2C=CC=CC1=2)=O, predict the reaction product. The product is: [O:17]1[CH2:18][CH2:19][CH:14]([C:2]([C:3]2[CH:4]=[CH:5][C:6]([C:7]([O:9][CH3:10])=[O:8])=[CH:12][CH:13]=2)=[O:1])[CH2:15][CH2:16]1. (4) Given the reactants [Si:1]([O:8][CH2:9][CH2:10][NH:11][C:12]1[CH:17]=[CH:16][C:15]([N:18]2[CH2:22][CH2:21][N:20]([CH2:23][C:24]([O:26][CH2:27][CH3:28])=[O:25])[C:19]2=[O:29])=[C:14]([O:30][C:31]([F:34])([F:33])[F:32])[CH:13]=1)([C:4]([CH3:7])([CH3:6])[CH3:5])([CH3:3])[CH3:2].[Si](OCCN(C1C=CC2/C(=N\OCC(F)(F)F)/CCCC=2C=1)[C:46]([C:48]1[C:49]([Cl:55])=[N:50][CH:51]=[N:52][C:53]=1[Cl:54])=[O:47])(C(C)(C)C)(C)C.O, predict the reaction product. The product is: [Si:1]([O:8][CH2:9][CH2:10][N:11]([C:12]1[CH:17]=[CH:16][C:15]([N:18]2[CH2:22][CH2:21][N:20]([CH2:23][C:24]([O:26][CH2:27][CH3:28])=[O:25])[C:19]2=[O:29])=[C:14]([O:30][C:31]([F:32])([F:33])[F:34])[CH:13]=1)[C:46]([C:48]1[C:49]([Cl:55])=[N:50][CH:51]=[N:52][C:53]=1[Cl:54])=[O:47])([C:4]([CH3:5])([CH3:6])[CH3:7])([CH3:2])[CH3:3]. (5) Given the reactants C[Si]([C:5]#[C:6][C:7]1[CH:8]=[C:9]([N:13]2[C:22]3[C:17](=[CH:18][CH:19]=[CH:20][N:21]=3)[C:16](=[O:23])[C:15]([C:24]([NH2:26])=[O:25])=[CH:14]2)[CH:10]=[CH:11][CH:12]=1)(C)C.[F-].C([N+](CCCC)(CCCC)CCCC)CCC, predict the reaction product. The product is: [C:6]([C:7]1[CH:8]=[C:9]([N:13]2[C:22]3[C:17](=[CH:18][CH:19]=[CH:20][N:21]=3)[C:16](=[O:23])[C:15]([C:24]([NH2:26])=[O:25])=[CH:14]2)[CH:10]=[CH:11][CH:12]=1)#[CH:5]. (6) Given the reactants [C:1]([C:5]1[CH:6]=[C:7]([C:12](O)=O)[N:8]([CH2:10][CH3:11])[N:9]=1)([CH3:4])([CH3:3])[CH3:2].[Br:15][C:16]1[CH:21]=[CH:20][C:19]([NH2:22])=[C:18]([NH2:23])[CH:17]=1.CCN(C(C)C)C(C)C.C1CN([P+](Br)(N2CCCC2)N2CCCC2)CC1.F[P-](F)(F)(F)(F)F.CC1C=CC(S(O)(=O)=O)=CC=1.O.[OH-].[Na+], predict the reaction product. The product is: [Br:15][C:16]1[CH:21]=[CH:20][C:19]2[NH:22][C:12]([C:7]3[N:8]([CH2:10][CH3:11])[N:9]=[C:5]([C:1]([CH3:4])([CH3:3])[CH3:2])[CH:6]=3)=[N:23][C:18]=2[CH:17]=1. (7) Given the reactants [NH2:1][C:2]1[CH:7]=[CH:6][C:5]([C:8]2[C:12]3[O:13][C:14]([N:18]4[CH2:23][CH2:22][O:21][CH2:20][CH2:19]4)=[CH:15][C:16](=[O:17])[C:11]=3[S:10][CH:9]=2)=[CH:4][CH:3]=1.[N:24]1[CH:29]=[CH:28][CH:27]=[CH:26][CH:25]=1.Cl.[C:31](Cl)(=[O:38])C1C=CN=CC=1, predict the reaction product. The product is: [O:21]1[CH2:22][CH2:23][N:18]([C:14]2[O:13][C:12]3[C:8]([C:5]4[CH:6]=[CH:7][C:2]([NH:1][C:31](=[O:38])[C:26]5[CH:27]=[CH:28][CH:29]=[N:24][CH:25]=5)=[CH:3][CH:4]=4)=[CH:9][S:10][C:11]=3[C:16](=[O:17])[CH:15]=2)[CH2:19][CH2:20]1.